From a dataset of Forward reaction prediction with 1.9M reactions from USPTO patents (1976-2016). Predict the product of the given reaction. (1) Given the reactants [OH:1][C:2]1[C:11]([CH3:12])=[C:10]2[C:5]([C:6](=[O:28])[C:7]([CH3:27])=[C:8]([C@H:13]3[CH2:17][CH2:16][CH2:15][N:14]3[CH2:18][CH2:19][O:20]C3CCCCO3)[O:9]2)=[CH:4][CH:3]=1.CO.[ClH:31], predict the reaction product. The product is: [ClH:31].[OH:1][C:2]1[C:11]([CH3:12])=[C:10]2[C:5]([C:6](=[O:28])[C:7]([CH3:27])=[C:8]([C@H:13]3[CH2:17][CH2:16][CH2:15][N:14]3[CH2:18][CH2:19][OH:20])[O:9]2)=[CH:4][CH:3]=1. (2) Given the reactants CCN(C(C)C)C(C)C.Cl[C:11]([O:13][CH3:14])=[O:12].[Cl:15][C:16]1[CH:21]=[CH:20][CH:19]=[C:18]([Cl:22])[C:17]=1[N:23]1[CH:32]=[C:26]2[C:27]([NH2:31])=[N:28][CH:29]=[CH:30][C:25]2=[N:24]1, predict the reaction product. The product is: [CH3:14][O:13][C:11](=[O:12])[NH:31][C:27]1[C:26]2=[CH:32][N:23]([C:17]3[C:18]([Cl:22])=[CH:19][CH:20]=[CH:21][C:16]=3[Cl:15])[N:24]=[C:25]2[CH:30]=[CH:29][N:28]=1.